From a dataset of Forward reaction prediction with 1.9M reactions from USPTO patents (1976-2016). Predict the product of the given reaction. (1) Given the reactants [Cl:1][C:2]1[CH:7]=[CH:6][CH:5]=[C:4]([Cl:8])[C:3]=1[S:9]([O:12][C:13]1[CH:18]=[CH:17][C:16]([NH2:19])=[C:15]([N+:20]([O-])=O)[CH:14]=1)(=[O:11])=[O:10], predict the reaction product. The product is: [Cl:1][C:2]1[CH:7]=[CH:6][CH:5]=[C:4]([Cl:8])[C:3]=1[S:9]([O:12][C:13]1[CH:18]=[CH:17][C:16]([NH2:19])=[C:15]([NH2:20])[CH:14]=1)(=[O:11])=[O:10]. (2) Given the reactants [CH2:1]([OH:19])[CH2:2][CH2:3][CH2:4][CH2:5][CH2:6][CH2:7][CH2:8]/[CH:9]=[CH:10]\[CH2:11]/[CH:12]=[CH:13]\[CH2:14][CH2:15][CH2:16][CH2:17][CH3:18].[C:20]1(=[O:26])[O:25][C:23](=[O:24])[CH2:22][CH2:21]1, predict the reaction product. The product is: [CH2:1]([O:19][C:20](=[O:26])[CH2:21][CH2:22][C:23]([OH:25])=[O:24])[CH2:2][CH2:3][CH2:4][CH2:5][CH2:6][CH2:7][CH2:8]/[CH:9]=[CH:10]\[CH2:11]/[CH:12]=[CH:13]\[CH2:14][CH2:15][CH2:16][CH2:17][CH3:18]. (3) Given the reactants Cl.[CH:2]1([NH:8][C:9]2[C:14]([CH3:15])=[C:13]([CH3:16])[N:12]=[C:11]([NH:17][CH2:18][C:19]3[CH:24]=[CH:23][CH:22]=[CH:21][N:20]=3)[N:10]=2)[CH2:7][CH2:6][CH2:5][CH2:4][CH2:3]1.[CH3:25]C1C(CN)=NC=CC=1, predict the reaction product. The product is: [CH:2]1([NH:8][C:9]2[C:14]([CH3:15])=[C:13]([CH3:16])[N:12]=[C:11]([NH:17][CH2:18][C:19]3[C:24]([CH3:25])=[CH:23][CH:22]=[CH:21][N:20]=3)[N:10]=2)[CH2:3][CH2:4][CH2:5][CH2:6][CH2:7]1. (4) Given the reactants [F:1][C:2]([F:9])([F:8])[C:3](=O)[CH2:4][C:5]#[N:6].[Cl:10][C:11]1[CH:12]=[C:13]([NH:17][NH2:18])[CH:14]=[CH:15][CH:16]=1, predict the reaction product. The product is: [Cl:10][C:11]1[CH:12]=[C:13]([N:17]2[C:5]([NH2:6])=[CH:4][C:3]([C:2]([F:9])([F:8])[F:1])=[N:18]2)[CH:14]=[CH:15][CH:16]=1. (5) Given the reactants Br[C:2]1[CH:7]=[CH:6][C:5]([C:8]2[N:12]=[C:11]([CH3:13])[O:10][N:9]=2)=[CH:4][CH:3]=1.[F:14][C:15]1[C:23]2[N:22]=[C:21]([O:24][C@H:25]3[CH2:34][O:33][C@H:32]4[C@@H:27]([O:28]C(C5C=CC=CC=5)[O:30][CH2:31]4)[CH2:26]3)[N:20](COCC[Si](C)(C)C)[C:19]=2[CH:18]=[C:17]([F:49])[C:16]=1[C:50]1[CH:55]=[CH:54][C:53](B2OC(C)(C)C(C)(C)O2)=[CH:52][CH:51]=1.[O-]P([O-])([O-])=O.[K+].[K+].[K+], predict the reaction product. The product is: [F:14][C:15]1[C:23]2[N:22]=[C:21]([O:24][C@H:25]3[CH2:34][O:33][C@H:32]([CH2:31][OH:30])[C@@H:27]([OH:28])[CH2:26]3)[NH:20][C:19]=2[CH:18]=[C:17]([F:49])[C:16]=1[C:50]1[CH:55]=[CH:54][C:53]([C:2]2[CH:7]=[CH:6][C:5]([C:8]3[N:12]=[C:11]([CH3:13])[O:10][N:9]=3)=[CH:4][CH:3]=2)=[CH:52][CH:51]=1.